Dataset: Peptide-MHC class II binding affinity with 134,281 pairs from IEDB. Task: Regression. Given a peptide amino acid sequence and an MHC pseudo amino acid sequence, predict their binding affinity value. This is MHC class II binding data. (1) The peptide sequence is EKKYFAETQFEPLAA. The MHC is HLA-DPA10103-DPB10601 with pseudo-sequence HLA-DPA10103-DPB10601. The binding affinity (normalized) is 0.902. (2) The peptide sequence is WQTLSAALDAQAVEL. The MHC is DRB1_0405 with pseudo-sequence DRB1_0405. The binding affinity (normalized) is 0.733. (3) The peptide sequence is EYAATHNPWASQLG. The MHC is DRB1_1302 with pseudo-sequence DRB1_1302. The binding affinity (normalized) is 0.516. (4) The peptide sequence is TICDQCVANGVGIEI. The MHC is DRB1_0101 with pseudo-sequence DRB1_0101. The binding affinity (normalized) is 0.821.